From a dataset of Forward reaction prediction with 1.9M reactions from USPTO patents (1976-2016). Predict the product of the given reaction. (1) Given the reactants [O:1]=[S:2]1(=[O:30])[C:7]2[CH:8]=[CH:9][CH:10]=[CH:11][C:6]=2[NH:5][C:4](=[O:12])[N:3]1[C:13]1[CH:14]=[C:15](CNC(=O)OC(C)(C)C)[C:16]([O:19][CH3:20])=[N:17][CH:18]=1.[F:31][C:32]1[CH:39]=[C:38]([O:40][CH3:41])[CH:37]=[C:36]([F:42])[C:33]=1[CH2:34]Br.C([O-])([O-])=O.[K+].[K+].C(O)(C(F)(F)F)=O.FC1C=C(OC)C=C(F)C=1[CH2:59][N:60]1C2C=CC=CC=2S(=O)(=O)N(C2C=CC(OC)=C(NC)N=2)C1=O, predict the reaction product. The product is: [F:31][C:32]1[CH:39]=[C:38]([O:40][CH3:41])[CH:37]=[C:36]([F:42])[C:33]=1[CH2:34][N:5]1[C:6]2[CH:11]=[CH:10][CH:9]=[CH:8][C:7]=2[S:2](=[O:30])(=[O:1])[N:3]([C:13]2[CH:18]=[N:17][C:16]([O:19][CH3:20])=[C:15]([NH:60][CH3:59])[CH:14]=2)[C:4]1=[O:12]. (2) The product is: [ClH:1].[Cl:1][C:2]1[CH:3]=[CH:4][C:5]([CH2:8][O:9][C:10]2[CH:15]=[CH:14][N:13]([C:16]3[CH:21]=[CH:20][C:19]4[C:22]5[CH2:23][NH:24][CH2:25][CH2:26][CH2:27][C:28]=5[O:29][C:18]=4[CH:17]=3)[C:12](=[O:30])[CH:11]=2)=[N:6][CH:7]=1. Given the reactants [Cl:1][C:2]1[CH:3]=[CH:4][C:5]([CH2:8][O:9][C:10]2[CH:15]=[CH:14][N:13]([C:16]3[CH:21]=[CH:20][C:19]4[C:22]5[CH2:23][NH:24][CH2:25][CH2:26][CH2:27][C:28]=5[O:29][C:18]=4[CH:17]=3)[C:12](=[O:30])[CH:11]=2)=[N:6][CH:7]=1.Cl.CCOCC, predict the reaction product. (3) Given the reactants Br[CH2:2]/[CH:3]=[CH:4]/[C:5]([OH:7])=O.Cl.[O:9]1[CH2:15][CH2:14][CH2:13][NH:12][CH2:11][CH2:10]1.CCN(C(C)C)C(C)C.[Cl:25][C:26]1[CH:27]=[C:28]([NH:33][C:34]2[C:39]([C:40]#[N:41])=[CH:38][N:37]=[C:36]3[S:42][C:43]4[CH2:44][NH:45][CH2:46][CH2:47][C:48]=4[C:35]=23)[CH:29]=[CH:30][C:31]=1[Cl:32].CCN=C=NCCCN(C)C, predict the reaction product. The product is: [Cl:25][C:26]1[CH:27]=[C:28]([NH:33][C:34]2[C:39]([C:40]#[N:41])=[CH:38][N:37]=[C:36]3[S:42][C:43]4[CH2:44][N:45]([C:5](=[O:7])/[CH:4]=[CH:3]/[CH2:2][N:12]5[CH2:13][CH2:14][CH2:15][O:9][CH2:10][CH2:11]5)[CH2:46][CH2:47][C:48]=4[C:35]=23)[CH:29]=[CH:30][C:31]=1[Cl:32].